From a dataset of Reaction yield outcomes from USPTO patents with 853,638 reactions. Predict the reaction yield, written as a fraction of the theoretical maximum amount of product (1.0 means a 100% yield; for example, 0.34 means a 34% yield). (1) The reactants are S(O)(O)(=O)=O.[CH3:6][S:7][C:8](=[NH:10])[NH2:9].[Br:11][C:12]1[CH:13]=[CH:14][C:15]([O:30][CH3:31])=[C:16]([CH2:18][CH2:19][C:20]2[C:28]([F:29])=[CH:27][CH:26]=[CH:25][C:21]=2[C:22](Cl)=[O:23])[CH:17]=1. The catalyst is [OH-].[Na+].C(OCC)C.O. The product is [Br:11][C:12]1[CH:13]=[CH:14][C:15]([O:30][CH3:31])=[C:16]([CH2:18][CH2:19][C:20]2[C:28]([F:29])=[CH:27][CH:26]=[CH:25][C:21]=2[C:22]([NH:10][C:8](=[NH:9])[S:7][CH3:6])=[O:23])[CH:17]=1. The yield is 1.00. (2) The reactants are [N:1]1([C:7]2[CH:16]=[CH:15][C:14]([N+:17]([O-])=O)=[C:13]3[C:8]=2[CH:9]=[CH:10][CH:11]=[N:12]3)[CH2:6][CH2:5][O:4][CH2:3][CH2:2]1.Cl[Sn]Cl. The catalyst is CCO. The product is [N:1]1([C:7]2[CH:16]=[CH:15][C:14]([NH2:17])=[C:13]3[C:8]=2[CH:9]=[CH:10][CH:11]=[N:12]3)[CH2:6][CH2:5][O:4][CH2:3][CH2:2]1. The yield is 0.870. (3) The reactants are [Cl:1][C:2]1[CH:3]=[C:4]([NH:9][C:10]2[C:19]3[C:14](=[CH:15][CH:16]=[C:17](I)[CH:18]=3)[N:13]=[C:12]([C:21]3[CH:22]=[N:23][CH:24]=[CH:25][CH:26]=3)[N:11]=2)[CH:5]=[CH:6][C:7]=1[F:8].[C:27]([Si:31]([CH3:37])([CH3:36])[O:32][CH2:33][C:34]#[CH:35])([CH3:30])([CH3:29])[CH3:28].C(N(CC)CC)C.O. The catalyst is CN(C=O)C.[Cu]I.C(OCC)(=O)C. The product is [Si:31]([O:32][CH2:33][C:34]#[C:35][C:17]1[CH:18]=[C:19]2[C:14](=[CH:15][CH:16]=1)[N:13]=[C:12]([C:21]1[CH:22]=[N:23][CH:24]=[CH:25][CH:26]=1)[N:11]=[C:10]2[NH:9][C:4]1[CH:5]=[CH:6][C:7]([F:8])=[C:2]([Cl:1])[CH:3]=1)([C:27]([CH3:28])([CH3:29])[CH3:30])([CH3:36])[CH3:37]. The yield is 0.670. (4) The reactants are [NH2:1][C:2]1[C:3]([N:9]2[CH2:14][CH2:13][N:12](C(OC(C)(C)C)=O)[CH2:11][CH2:10]2)=[N:4][CH:5]=[N:6][C:7]=1[SH:8].[F:22][C:23]1[CH:28]=[CH:27][C:26]([CH2:29][CH2:30][C:31](O)=O)=[CH:25][CH:24]=1. No catalyst specified. The product is [F:22][C:23]1[CH:28]=[CH:27][C:26]([CH2:29][CH2:30][C:31]2[S:8][C:7]3[N:6]=[CH:5][N:4]=[C:3]([N:9]4[CH2:10][CH2:11][NH:12][CH2:13][CH2:14]4)[C:2]=3[N:1]=2)=[CH:25][CH:24]=1. The yield is 0.800. (5) The reactants are N1C2C(=CC=CC=2)C=N1.[F:10][C:11]([F:22])([F:21])[C:12]1[CH:13]=[C:14]2[C:18](=[CH:19][CH:20]=1)[NH:17][N:16]=[CH:15]2.C([O-])([O-])=O.[K+].[K+].[Cl:29][C:30]1[CH:37]=[CH:36][C:33]([CH2:34]Br)=[CH:32][CH:31]=1. The catalyst is CN(C=O)C.O. The product is [Cl:29][C:30]1[CH:37]=[CH:36][C:33]([CH2:34][N:17]2[C:18]3[C:14](=[CH:13][C:12]([C:11]([F:10])([F:21])[F:22])=[CH:20][CH:19]=3)[CH:15]=[N:16]2)=[CH:32][CH:31]=1.[Cl:29][C:30]1[CH:37]=[CH:36][C:33]([CH2:34][N:16]2[CH:15]=[C:14]3[C:18]([CH:19]=[CH:20][C:12]([C:11]([F:10])([F:21])[F:22])=[CH:13]3)=[N:17]2)=[CH:32][CH:31]=1. The yield is 0.150. (6) The reactants are Br[C:2]1[CH:7]=[CH:6][C:5]([C:8]2[CH:13]=[CH:12][CH:11]=[CH:10][CH:9]=2)=[CH:4][CH:3]=1.[CH2:14]([OH:19])[CH2:15][CH2:16][C:17]#[CH:18]. The catalyst is C(N(CC)CC)C.Cl[Pd](Cl)([P](C1C=CC=CC=1)(C1C=CC=CC=1)C1C=CC=CC=1)[P](C1C=CC=CC=1)(C1C=CC=CC=1)C1C=CC=CC=1.[Cu]I. The product is [C:5]1([C:8]2[CH:13]=[CH:12][CH:11]=[CH:10][CH:9]=2)[CH:6]=[CH:7][C:2]([C:18]#[C:17][CH2:16][CH2:15][CH2:14][OH:19])=[CH:3][CH:4]=1. The yield is 0.750. (7) The reactants are [C:1]([O:5][C:6]([CH2:8][NH:9][CH2:10][C:11]1[CH:12]=[C:13]([C:17]2[CH:22]=[CH:21][C:20]([CH2:23][CH:24]([O:29][CH2:30][CH3:31])[C:25]([O:27]C)=[O:26])=[CH:19][CH:18]=2)[CH:14]=[CH:15][CH:16]=1)=[O:7])([CH3:4])([CH3:3])[CH3:2].CO.[OH-].[Li+].Cl. The catalyst is O1CCCC1.C(OCC)(=O)C. The product is [C:1]([O:5][C:6]([CH2:8][NH:9][CH2:10][C:11]1[CH:12]=[C:13]([C:17]2[CH:22]=[CH:21][C:20]([CH2:23][CH:24]([O:29][CH2:30][CH3:31])[C:25]([OH:27])=[O:26])=[CH:19][CH:18]=2)[CH:14]=[CH:15][CH:16]=1)=[O:7])([CH3:3])([CH3:4])[CH3:2]. The yield is 0.920. (8) The reactants are [C:1]([O:5][C:6](=[O:16])[NH:7][C@H:8]([CH:13]([CH3:15])[CH3:14])[C:9](=[O:12])[CH:10]=[CH2:11])([CH3:4])([CH3:3])[CH3:2].I[C:18]1[CH:19]=[C:20]([O:24][CH3:25])[CH:21]=[CH:22][CH:23]=1.C(N(CC)CC)C. The catalyst is C(#N)C.C([O-])(=O)C.[Pd+2].C([O-])(=O)C. The product is [C:1]([O:5][C:6](=[O:16])[NH:7][C@H:8]([CH:13]([CH3:14])[CH3:15])[C:9](=[O:12])/[CH:10]=[CH:11]/[C:18]1[CH:23]=[CH:22][CH:21]=[C:20]([O:24][CH3:25])[CH:19]=1)([CH3:4])([CH3:3])[CH3:2]. The yield is 0.880.